Dataset: Forward reaction prediction with 1.9M reactions from USPTO patents (1976-2016). Task: Predict the product of the given reaction. Given the reactants [CH2:1]([O:8][C:9](=[O:26])[C@@H:10]([NH:18][C:19]([O:21]C(C)(C)C)=O)[CH2:11][C:12]1[CH:17]=[CH:16][CH:15]=[CH:14][CH:13]=1)[C:2]1[CH:7]=[CH:6][CH:5]=[CH:4][CH:3]=1.FC(F)(F)C(O)=O.C(N(CC)C(C)C)(C)C.[C:43]([NH:50][C@H:51](C(O)=O)[CH3:52])([O:45][C:46]([CH3:49])([CH3:48])[CH3:47])=[O:44].CN(C(ON1N=NC2C=CC=NC1=2)=[N+](C)C)C.F[P-](F)(F)(F)(F)F, predict the reaction product. The product is: [CH2:1]([O:8][C:9](=[O:26])[C@@H:10]([NH:18][C:19](=[O:21])[C@@H:51]([NH:50][C:43]([O:45][C:46]([CH3:49])([CH3:48])[CH3:47])=[O:44])[CH3:52])[CH2:11][C:12]1[CH:13]=[CH:14][CH:15]=[CH:16][CH:17]=1)[C:2]1[CH:3]=[CH:4][CH:5]=[CH:6][CH:7]=1.